Dataset: Forward reaction prediction with 1.9M reactions from USPTO patents (1976-2016). Task: Predict the product of the given reaction. (1) Given the reactants [Br:1][C:2]1[C:3]([Cl:11])=[C:4](Cl)[C:5](=[O:9])[N:6]([CH3:8])[N:7]=1.[CH3:12][O-:13].[Na+], predict the reaction product. The product is: [Br:1][C:2]1[C:3]([Cl:11])=[C:4]([O:13][CH3:12])[C:5](=[O:9])[N:6]([CH3:8])[N:7]=1. (2) Given the reactants [CH3:1][C:2]1[NH:3][CH:4]=[C:5]([C:7]([OH:9])=O)[N:6]=1.[NH2:10][C@@H:11]([CH3:28])[CH2:12][N:13]1[CH2:17][CH2:16][C:15]([C:18]2[CH:25]=[C:24]([F:26])[C:21]([C:22]#[N:23])=[C:20]([Cl:27])[CH:19]=2)=[N:14]1, predict the reaction product. The product is: [Cl:27][C:20]1[CH:19]=[C:18]([C:15]2[CH:16]=[CH:17][N:13]([CH2:12][C@@H:11]([NH:10][C:7]([C:5]3[N:6]=[C:2]([CH3:1])[NH:3][CH:4]=3)=[O:9])[CH3:28])[N:14]=2)[CH:25]=[C:24]([F:26])[C:21]=1[C:22]#[N:23]. (3) Given the reactants C([N:5]([C@H:9]([C:22]([NH:24][CH2:25][C@@H:26]([NH:38][C:39]([O:41][C:42]([CH3:45])([CH3:44])[CH3:43])=[O:40])[CH2:27][CH2:28][CH2:29][NH:30][C:31]([O:33][C:34]([CH3:37])([CH3:36])[CH3:35])=[O:32])=[O:23])[CH2:10][NH:11][C:12](=[O:21])[O:13]CC1C=CC=CC=1)C(=O)[O-])(C)(C)C, predict the reaction product. The product is: [NH2:5][C@H:9]([C:22]([NH:24][CH2:25][C@@H:26]([NH:38][C:39]([O:41][C:42]([CH3:44])([CH3:45])[CH3:43])=[O:40])[CH2:27][CH2:28][CH2:29][NH:30][C:31]([O:33][C:34]([CH3:37])([CH3:35])[CH3:36])=[O:32])=[O:23])[CH2:10][NH:11][C:12](=[O:21])[O:13][C:34]([CH3:37])([CH3:36])[CH3:35]. (4) The product is: [CH3:35][O:36][C:37]([C:39]1[CH:44]=[C:43]([C:2]2[CH:7]=[CH:6][C:5](/[CH:8]=[CH:9]/[C:10]3[N:11]([CH2:23][C:24]4[CH:25]=[CH:26][C:27]([NH:30][S:31]([CH3:34])(=[O:32])=[O:33])=[CH:28][CH:29]=4)[CH:12]=[C:13]([C:15]4[CH:20]=[CH:19][C:18]([Cl:21])=[CH:17][C:16]=4[Cl:22])[N:14]=3)=[CH:4][CH:3]=2)[CH:42]=[CH:41][CH:40]=1)=[O:38]. Given the reactants Br[C:2]1[CH:7]=[CH:6][C:5](/[CH:8]=[CH:9]/[C:10]2[N:11]([CH2:23][C:24]3[CH:29]=[CH:28][C:27]([NH:30][S:31]([CH3:34])(=[O:33])=[O:32])=[CH:26][CH:25]=3)[CH:12]=[C:13]([C:15]3[CH:20]=[CH:19][C:18]([Cl:21])=[CH:17][C:16]=3[Cl:22])[N:14]=2)=[CH:4][CH:3]=1.[CH3:35][O:36][C:37]([C:39]1[CH:40]=[C:41](B(O)O)[CH:42]=[CH:43][CH:44]=1)=[O:38], predict the reaction product.